From a dataset of Full USPTO retrosynthesis dataset with 1.9M reactions from patents (1976-2016). Predict the reactants needed to synthesize the given product. (1) The reactants are: [Cl:1][C:2]1[C:21]([O:22][CH3:23])=[CH:20][C:5]2[S:6][C:7]3[C:13](=[O:14])[N:12]([NH:15]C(=O)C)[CH:11]([CH3:19])[CH2:10][C:8]=3[NH:9][C:4]=2[CH:3]=1.Cl. Given the product [NH2:15][N:12]1[CH:11]([CH3:19])[CH2:10][C:8]2[NH:9][C:4]3[CH:3]=[C:2]([Cl:1])[C:21]([O:22][CH3:23])=[CH:20][C:5]=3[S:6][C:7]=2[C:13]1=[O:14], predict the reactants needed to synthesize it. (2) Given the product [OH:15][CH2:14][C:11]1([C:17]2[CH:18]=[CH:19][CH:20]=[CH:21][CH:22]=2)[CH2:12][CH2:13][N:8]([C:6]([O:5][C:1]([CH3:3])([CH3:4])[CH3:2])=[O:7])[CH2:9][CH2:10]1, predict the reactants needed to synthesize it. The reactants are: [C:1]([O:5][C:6]([N:8]1[CH2:13][CH2:12][C:11]([C:17]2[CH:22]=[CH:21][CH:20]=[CH:19][CH:18]=2)([C:14](O)=[O:15])[CH2:10][CH2:9]1)=[O:7])([CH3:4])([CH3:3])[CH3:2].O1CCCC1.B. (3) Given the product [CH3:3][C:4]1([C:14]([OH:16])=[O:15])[CH2:5][CH2:6][CH:7]([C:10]([OH:12])=[O:11])[CH2:8][CH2:9]1, predict the reactants needed to synthesize it. The reactants are: [OH-].[Li+].[CH3:3][C:4]1([C:14]([O:16]C)=[O:15])[CH2:9][CH2:8][CH:7]([C:10]([O:12]C)=[O:11])[CH2:6][CH2:5]1.Cl. (4) The reactants are: Br[C:2]1[N:6]2[C:7](=[O:25])[CH:8]=[C:9]([CH2:11][N:12]3[C:16]([CH:17]4[CH2:19][CH2:18]4)=[C:15]([F:20])[C:14]([C:21]([F:24])([F:23])[F:22])=[N:13]3)[N:10]=[C:5]2[S:4][C:3]=1[CH3:26].C(#N)C.C(=O)([O-])[O-].[Na+].[Na+].[OH:36][CH2:37][C@@H:38]1[CH2:40][C@H:39]1[B-](F)(F)F.[K+]. Given the product [CH:17]1([C:16]2[N:12]([CH2:11][C:9]3[N:10]=[C:5]4[S:4][C:3]([CH3:26])=[C:2]([C@@H:39]5[CH2:40][C@H:38]5[CH2:37][OH:36])[N:6]4[C:7](=[O:25])[CH:8]=3)[N:13]=[C:14]([C:21]([F:24])([F:23])[F:22])[C:15]=2[F:20])[CH2:19][CH2:18]1, predict the reactants needed to synthesize it. (5) Given the product [CH3:26][O:27][C:28](=[O:31])[CH2:29][NH:30][CH2:23][C:17]1[CH:16]=[CH:15][C:14]2[C:19](=[C:20]([CH3:22])[CH:21]=[C:12]([O:11][CH:8]3[CH2:7][CH2:6][CH:5]([C:1]([CH3:3])([CH3:4])[CH3:2])[CH2:10][CH2:9]3)[CH:13]=2)[CH:18]=1, predict the reactants needed to synthesize it. The reactants are: [C:1]([CH:5]1[CH2:10][CH2:9][CH:8]([O:11][C:12]2[CH:13]=[C:14]3[C:19](=[C:20]([CH3:22])[CH:21]=2)[CH:18]=[C:17]([CH:23]=O)[CH:16]=[CH:15]3)[CH2:7][CH2:6]1)([CH3:4])([CH3:3])[CH3:2].Cl.[CH3:26][O:27][C:28](=[O:31])[CH2:29][NH2:30].C(N(C(C)C)CC)(C)C.C(O[BH-](OC(=O)C)OC(=O)C)(=O)C.[Na+]. (6) Given the product [Cl:24][C:19]1[CH:20]=[CH:21][CH:22]=[CH:23][C:18]=1[C:17]([NH:16][C@H:10]1[C:9]2[C:13](=[CH:14][CH:15]=[C:7]([C:5]([OH:6])=[O:4])[CH:8]=2)[CH2:12][CH2:11]1)=[O:25], predict the reactants needed to synthesize it. The reactants are: [Li+].[OH-].C[O:4][C:5]([C:7]1[CH:8]=[C:9]2[C:13](=[CH:14][CH:15]=1)[CH2:12][CH2:11][C@H:10]2[NH:16][C:17](=[O:25])[C:18]1[CH:23]=[CH:22][CH:21]=[CH:20][C:19]=1[Cl:24])=[O:6].